From a dataset of Reaction yield outcomes from USPTO patents with 853,638 reactions. Predict the reaction yield, written as a fraction of the theoretical maximum amount of product (1.0 means a 100% yield; for example, 0.34 means a 34% yield). (1) The catalyst is CO.O.S([O-])([O-])(=O)=S.[Na+].[Na+]. The product is [Cl:1][CH:2]1[C:10](=[C:11]=[N:27][O:25][CH3:26])[C:9]2[C:4](=[CH:5][C:6]([Cl:14])=[C:7]([Cl:13])[CH:8]=2)[N:3]1[C@@H:15]1[O:21][C@H:20]([CH2:22][OH:23])[C@@H:18]([OH:19])[C@H:16]1[OH:17]. The yield is 0.410. The reactants are [Cl:1][C:2]1[N:3]([C@@H:15]2[O:21][C@H:20]([CH2:22][OH:23])[C@@H:18]([OH:19])[C@H:16]2[OH:17])[C:4]2[C:9]([C:10]=1[CH:11]=O)=[CH:8][C:7]([Cl:13])=[C:6]([Cl:14])[CH:5]=2.Cl.[O:25]([NH2:27])[CH3:26].C(=O)(O)[O-].[Na+].CO.O. (2) The reactants are [O:1]=[C:2]([C:15]1[CH:20]=[CH:19][CH:18]=[CH:17][CH:16]=1)[CH2:3][N:4]1[C:12](=[O:13])[C:11]2[C:6](=[CH:7][CH:8]=[CH:9][CH:10]=2)[C:5]1=[O:14].[CH2:21](O)[CH2:22][OH:23]. The catalyst is C1(C)C=CC(S(O)(=O)=O)=CC=1.C1C=CC=CC=1. The product is [C:15]1([C:2]2([CH2:3][N:4]3[C:12](=[O:13])[C:11]4[C:6](=[CH:7][CH:8]=[CH:9][CH:10]=4)[C:5]3=[O:14])[O:23][CH2:22][CH2:21][O:1]2)[CH:20]=[CH:19][CH:18]=[CH:17][CH:16]=1. The yield is 0.970. (3) The reactants are C1(P(C2C=CC=CC=2)C2C=CC=CC=2)C=CC=CC=1.[Br:20]N1C(=O)CCC1=O.[Cl:28][C:29]1[C:34]([CH:35](O)[CH3:36])=[CH:33][CH:32]=[C:31]([Cl:38])[N:30]=1. The catalyst is C(Cl)Cl. The product is [Br:20][CH:35]([C:34]1[C:29]([Cl:28])=[N:30][C:31]([Cl:38])=[CH:32][CH:33]=1)[CH3:36]. The yield is 0.860. (4) The reactants are [C:1](Cl)(=[O:3])[CH3:2].[N:5]([C@@H:8]1[C@@H:21]([O:22][CH2:23][C:24]2[CH:29]=[CH:28][CH:27]=[CH:26][CH:25]=2)[C@H:20]([OH:30])[C@@H:19]([CH2:31][OH:32])[O:18][C@H:9]1[O:10][Si:11]([C:14]([CH3:17])([CH3:16])[CH3:15])([CH3:13])[CH3:12])=[N+:6]=[N-:7].O.CCOC(C)=O. The yield is 0.960. The catalyst is N1C(C)=CC(C)=CC=1C. The product is [C:1]([O:32][CH2:31][C@H:19]1[O:18][C@@H:9]([O:10][Si:11]([C:14]([CH3:15])([CH3:16])[CH3:17])([CH3:13])[CH3:12])[C@H:8]([N:5]=[N+:6]=[N-:7])[C@@H:21]([O:22][CH2:23][C:24]2[CH:25]=[CH:26][CH:27]=[CH:28][CH:29]=2)[C@@H:20]1[OH:30])(=[O:3])[CH3:2]. (5) The reactants are [CH3:1][O:2][C:3]1[CH:8]=[CH:7][C:6]([CH:9]2[CH2:15][O:14][CH2:13][CH2:12][O:11][CH2:10]2)=[CH:5][C:4]=1[N+:16]([O-])=O.COC1C2[N:27]=[C:28](N)[S:29]C=2C(OC2C=CC=CC=2)=CC=1. No catalyst specified. The product is [O:14]1[CH2:15][CH:9]([C:6]2[C:5]3[S:29][C:28]([NH2:27])=[N:16][C:4]=3[C:3]([O:2][CH3:1])=[CH:8][CH:7]=2)[CH2:10][O:11][CH2:12][CH2:13]1. The yield is 0.570. (6) The reactants are Br[C:2]1[CH:16]=[CH:15][C:5]([O:6][C:7]([CH3:14])([CH3:13])[C:8]([O:10][CH2:11][CH3:12])=[O:9])=[CH:4][CH:3]=1.C([Sn](CCCC)(CCCC)[C:22]1[CH:27]=[CH:26][CH:25]=[CH:24][N:23]=1)CCC. The catalyst is C1(C)C=CC=CC=1.C1C=CC([P]([Pd]([P](C2C=CC=CC=2)(C2C=CC=CC=2)C2C=CC=CC=2)([P](C2C=CC=CC=2)(C2C=CC=CC=2)C2C=CC=CC=2)[P](C2C=CC=CC=2)(C2C=CC=CC=2)C2C=CC=CC=2)(C2C=CC=CC=2)C2C=CC=CC=2)=CC=1. The product is [CH3:13][C:7]([O:6][C:5]1[CH:15]=[CH:16][C:2]([C:22]2[CH:27]=[CH:26][CH:25]=[CH:24][N:23]=2)=[CH:3][CH:4]=1)([CH3:14])[C:8]([O:10][CH2:11][CH3:12])=[O:9]. The yield is 0.886. (7) The reactants are [F:1][C:2]1[CH:21]=[CH:20][C:5]([C:6]([NH:8][C:9]2[C:18]([OH:19])=[CH:17][CH:16]=[CH:15][C:10]=2[C:11]([O:13][CH3:14])=[O:12])=O)=[CH:4][CH:3]=1.C1(C)C=CC(S(O)(=O)=O)=CC=1.C([O-])(O)=O.[Na+]. The catalyst is C1(C)C(C)=CC=CC=1. The product is [F:1][C:2]1[CH:21]=[CH:20][C:5]([C:6]2[O:19][C:18]3[C:9](=[C:10]([C:11]([O:13][CH3:14])=[O:12])[CH:15]=[CH:16][CH:17]=3)[N:8]=2)=[CH:4][CH:3]=1. The yield is 0.550. (8) The reactants are [NH2:1][C@:2]1([C:21]([OH:23])=[O:22])[C@@H:15]2[C@H:10]([CH2:11][CH2:12][C:13]3([O:19][CH2:18][CH2:17][O:16]3)[CH2:14]2)[O:9][C:8]2[C:3]1=[CH:4][C:5]([Br:20])=[CH:6][CH:7]=2.[Si](C=[N+]=[N-])(C)(C)[CH3:25]. The catalyst is CO. The product is [NH2:1][C@:2]1([C:21]([O:23][CH3:25])=[O:22])[C@@H:15]2[C@H:10]([CH2:11][CH2:12][C:13]3([O:19][CH2:18][CH2:17][O:16]3)[CH2:14]2)[O:9][C:8]2[C:3]1=[CH:4][C:5]([Br:20])=[CH:6][CH:7]=2. The yield is 0.780.